From a dataset of Forward reaction prediction with 1.9M reactions from USPTO patents (1976-2016). Predict the product of the given reaction. (1) Given the reactants N=C=N.[F:4][C:5]1[CH:6]=[C:7]([C:12]2[CH:20]=[CH:19][C:15]([C:16]([OH:18])=O)=[CH:14][N:13]=2)[CH:8]=[C:9]([F:11])[CH:10]=1.[CH2:21]([O:24][CH2:25][CH2:26][CH2:27][NH2:28])[CH2:22][CH3:23], predict the reaction product. The product is: [F:11][C:9]1[CH:8]=[C:7]([C:12]2[CH:20]=[CH:19][C:15]([C:16]([NH:28][CH2:27][CH2:26][CH2:25][O:24][CH2:21][CH2:22][CH3:23])=[O:18])=[CH:14][N:13]=2)[CH:6]=[C:5]([F:4])[CH:10]=1. (2) Given the reactants [C:1]([O:5][C:6]([N:8]1[CH2:13][CH:12]=[C:11](OS(C(F)(F)F)(=O)=O)[CH2:10][CH2:9]1)=[O:7])([CH3:4])([CH3:3])[CH3:2].[CH3:22][O:23][CH2:24][CH2:25][O:26][CH2:27][C:28]1[CH:33]=[CH:32][C:31](B(O)O)=[CH:30][CH:29]=1.[Li+].[Cl-].C([O-])([O-])=O.[Na+].[Na+], predict the reaction product. The product is: [C:1]([O:5][C:6]([N:8]1[CH2:13][CH:12]=[C:11]([C:31]2[CH:32]=[CH:33][C:28]([CH2:27][O:26][CH2:25][CH2:24][O:23][CH3:22])=[CH:29][CH:30]=2)[CH2:10][CH2:9]1)=[O:7])([CH3:4])([CH3:3])[CH3:2]. (3) Given the reactants I[C:2]1[CH:12]=[CH:11][C:5]([C:6]([O:8][CH2:9][CH3:10])=[O:7])=[CH:4][CH:3]=1.[CH:13]1([C:18]#[CH:19])[CH2:17][CH2:16][CH2:15][CH2:14]1.C(N(CC)CC)C, predict the reaction product. The product is: [CH:13]1([C:18]#[C:19][C:2]2[CH:12]=[CH:11][C:5]([C:6]([O:8][CH2:9][CH3:10])=[O:7])=[CH:4][CH:3]=2)[CH2:17][CH2:16][CH2:15][CH2:14]1.